Predict which catalyst facilitates the given reaction. From a dataset of Catalyst prediction with 721,799 reactions and 888 catalyst types from USPTO. Reactant: [NH2:1][C:2]1([C:35](OC)=[O:36])[CH2:6][CH2:5][CH:4]([C:7]2[CH:8]=[C:9]3[C:32](=[CH:33][CH:34]=2)[C:13]2=[N:14][O:15][C:16]([C:17]4[C:21]([C:22]([F:25])([F:24])[F:23])=[C:20]([C:26]5[CH:31]=[CH:30][CH:29]=[CH:28][CH:27]=5)[O:19][N:18]=4)=[C:12]2[CH2:11][CH2:10]3)[CH2:3]1.CCO.[BH4-].[Na+].[OH-].[Na+]. Product: [NH2:1][C:2]1([CH2:35][OH:36])[CH2:6][CH2:5][CH:4]([C:7]2[CH:8]=[C:9]3[C:32](=[CH:33][CH:34]=2)[C:13]2=[N:14][O:15][C:16]([C:17]4[C:21]([C:22]([F:25])([F:24])[F:23])=[C:20]([C:26]5[CH:27]=[CH:28][CH:29]=[CH:30][CH:31]=5)[O:19][N:18]=4)=[C:12]2[CH2:11][CH2:10]3)[CH2:3]1. The catalyst class is: 229.